From a dataset of TCR-epitope binding with 47,182 pairs between 192 epitopes and 23,139 TCRs. Binary Classification. Given a T-cell receptor sequence (or CDR3 region) and an epitope sequence, predict whether binding occurs between them. The epitope is VTEHDTLLY. Result: 1 (the TCR binds to the epitope). The TCR CDR3 sequence is CASSQETIAKNIQYF.